This data is from Catalyst prediction with 721,799 reactions and 888 catalyst types from USPTO. The task is: Predict which catalyst facilitates the given reaction. (1) Reactant: Br[C:2]1[C:3]2[N:4]([CH:11]=[CH:12][N:13]=2)[N:5]=[C:6]([Cl:10])[C:7]=1[CH2:8][CH3:9].[NH2:14][C:15]1[CH:20]=[CH:19][CH:18]=[CH:17][CH:16]=1.CC(C)([O-])C.[K+]. Product: [Cl:10][C:6]1[C:7]([CH2:8][CH3:9])=[C:2]([NH:14][C:15]2[CH:20]=[CH:19][CH:18]=[CH:17][CH:16]=2)[C:3]2[N:4]([CH:11]=[CH:12][N:13]=2)[N:5]=1. The catalyst class is: 3. (2) Reactant: Cl[C:2]1[N:11]=[C:10]([NH:12][CH2:13][CH:14]([C:18]2[CH:23]=[CH:22][CH:21]=[CH:20][CH:19]=2)[CH:15]([CH3:17])[CH3:16])[C:9]2[C:4](=[CH:5][CH:6]=[CH:7][CH:8]=2)[N:3]=1.[CH3:24][N:25]([CH3:41])[C:26]1[CH:31]=[CH:30][C:29](B2OC(C)(C)C(C)(C)O2)=[CH:28][CH:27]=1.C1(C(C2C=CC=CN=2)CNC2C3C(=CC=CC=3)N=C(C3C=CC(NS(C)(=O)=O)=CC=3)N=2)C=CC=CC=1. Product: [CH3:24][N:25]([CH3:41])[C:26]1[CH:31]=[CH:30][C:29]([C:2]2[N:11]=[C:10]([NH:12][CH2:13][CH:14]([C:18]3[CH:23]=[CH:22][CH:21]=[CH:20][CH:19]=3)[CH:15]([CH3:17])[CH3:16])[C:9]3[C:4](=[CH:5][CH:6]=[CH:7][CH:8]=3)[N:3]=2)=[CH:28][CH:27]=1. The catalyst class is: 147. (3) Reactant: C(O[BH-](OC(=O)C)OC(=O)C)(=O)C.[Na+].O=[C:16]1[CH2:21][CH2:20][N:19]([C:22]([O:24][C:25]([CH3:28])([CH3:27])[CH3:26])=[O:23])[CH2:18][CH2:17]1.[F:29][C:30]1[CH:31]=[C:32]([CH:34]=[CH:35][CH:36]=1)[NH2:33]. Product: [F:29][C:30]1[CH:31]=[C:32]([NH:33][CH:16]2[CH2:21][CH2:20][N:19]([C:22]([O:24][C:25]([CH3:28])([CH3:27])[CH3:26])=[O:23])[CH2:18][CH2:17]2)[CH:34]=[CH:35][CH:36]=1. The catalyst class is: 480.